From a dataset of Forward reaction prediction with 1.9M reactions from USPTO patents (1976-2016). Predict the product of the given reaction. Given the reactants [C:1]1([CH:7]([C:52]2[CH:57]=[CH:56][CH:55]=[CH:54][CH:53]=2)[CH2:8][N:9]2[CH:14]=[CH:13][CH:12]=[C:11]([C:15]([NH:17][C@@H:18]([CH2:26][CH2:27][CH2:28][NH:29][C:30]([NH:32]S(C3C(C)=C4C(=C(C)C=3C)OC(C)(C)CC4)(=O)=O)=[NH:31])[C:19]([O:21]C(C)(C)C)=[O:20])=[O:16])[C:10]2=[O:51])[CH:6]=[CH:5][CH:4]=[CH:3][CH:2]=1.CC(OC)(C)C.[C:64]([OH:70])([C:66]([F:69])([F:68])[F:67])=[O:65], predict the reaction product. The product is: [NH:29]([CH2:28][CH2:27][CH2:26][C@H:18]([NH:17][C:15]([C:11]1[C:10](=[O:51])[N:9]([CH2:8][CH:7]([C:52]2[CH:53]=[CH:54][CH:55]=[CH:56][CH:57]=2)[C:1]2[CH:6]=[CH:5][CH:4]=[CH:3][CH:2]=2)[CH:14]=[CH:13][CH:12]=1)=[O:16])[C:19]([OH:21])=[O:20])[C:30]([NH2:32])=[NH:31].[C:64]([OH:70])([C:66]([F:69])([F:68])[F:67])=[O:65].